From a dataset of Full USPTO retrosynthesis dataset with 1.9M reactions from patents (1976-2016). Predict the reactants needed to synthesize the given product. (1) Given the product [CH3:1][N:2]1[CH:10]=[C:9]2[C:4]([CH:5]=[CH:6][CH:7]=[C:8]2[C@@H:11]2[CH2:13][C@H:12]2[CH2:14][NH:15][C:23](=[O:25])[CH3:24])=[N:3]1, predict the reactants needed to synthesize it. The reactants are: [CH3:1][N:2]1[CH:10]=[C:9]2[C:4]([CH:5]=[CH:6][CH:7]=[C:8]2[C@@H:11]2[CH2:13][C@H:12]2[CH2:14][NH2:15])=[N:3]1.C(N(CC)CC)C.[C:23](OC(=O)C)(=[O:25])[CH3:24]. (2) The reactants are: [N+:1]([C:4]1[CH:9]=[CH:8][C:7]([N:10]2[CH2:15][CH2:14][CH2:13][C@H:12]([NH:16][C@@H:17]3[CH2:22][CH2:21][CH2:20][CH2:19][C@H:18]3[NH:23][C:24]3[CH:29]=[C:28]([C:30]4[CH:35]=[CH:34][CH:33]=[C:32](OC(F)(F)F)[CH:31]=4)[CH:27]=[CH:26][N:25]=3)[CH2:11]2)=[CH:6][CH:5]=1)([O-:3])=[O:2].[F:41][C:42]([F:54])([F:53])[O:43]C1C=CC(B(O)O)=CC=1. Given the product [N+:1]([C:4]1[CH:9]=[CH:8][C:7]([N:10]2[CH2:15][CH2:14][CH2:13][C@H:12]([NH:16][C@@H:17]3[CH2:22][CH2:21][CH2:20][CH2:19][C@H:18]3[NH:23][C:24]3[CH:29]=[C:28]([C:30]4[CH:31]=[CH:32][C:33]([O:43][C:42]([F:54])([F:53])[F:41])=[CH:34][CH:35]=4)[CH:27]=[CH:26][N:25]=3)[CH2:11]2)=[CH:6][CH:5]=1)([O-:3])=[O:2], predict the reactants needed to synthesize it. (3) Given the product [Cl:13][C:14]1[C:15]([O:12][C:4]2[CH:5]=[CH:6][C:7]([C:8]([F:10])([F:11])[F:9])=[C:2]([Cl:1])[CH:3]=2)=[CH:16][C:17]([F:27])=[C:18]([CH:26]=1)[C:19]([NH:21][S:22]([CH3:25])(=[O:23])=[O:24])=[O:20], predict the reactants needed to synthesize it. The reactants are: [Cl:1][C:2]1[CH:3]=[C:4]([OH:12])[CH:5]=[CH:6][C:7]=1[C:8]([F:11])([F:10])[F:9].[Cl:13][C:14]1[C:15](F)=[CH:16][C:17]([F:27])=[C:18]([CH:26]=1)[C:19]([NH:21][S:22]([CH3:25])(=[O:24])=[O:23])=[O:20].C(=O)([O-])[O-].[K+].[K+]. (4) Given the product [C:1]([OH:13])(=[O:12])[CH2:2][C:3]([CH2:8][C:9]([OH:11])=[O:10])([C:5]([OH:7])=[O:6])[OH:4].[CH2:14]([N:17]1[C:21]2=[C:22]([N:26]3[CH2:35][CH2:34][C:33]4[C:28](=[CH:29][CH:30]=[CH:31][CH:32]=4)[CH2:27]3)[N:23]=[CH:24][CH:25]=[C:20]2[C:19]([CH3:36])=[C:18]1[CH3:37])[CH:15]=[CH2:16], predict the reactants needed to synthesize it. The reactants are: [C:1]([OH:13])(=[O:12])[CH2:2][C:3]([CH2:8][C:9]([OH:11])=[O:10])([C:5]([OH:7])=[O:6])[OH:4].[CH2:14]([N:17]1[C:21]2=[C:22]([N:26]3[CH2:35][CH2:34][C:33]4[C:28](=[CH:29][CH:30]=[CH:31][CH:32]=4)[CH2:27]3)[N:23]=[CH:24][CH:25]=[C:20]2[C:19]([CH3:36])=[C:18]1[CH3:37])[CH:15]=[CH2:16].